From a dataset of Reaction yield outcomes from USPTO patents with 853,638 reactions. Predict the reaction yield, written as a fraction of the theoretical maximum amount of product (1.0 means a 100% yield; for example, 0.34 means a 34% yield). (1) No catalyst specified. The reactants are FC(F)(F)C1C=C(NC(=O)NC2C=CC(C3SC(CCC(OC)=O)=NC=3)=CC=2)C=CC=1.[NH2:32][C:33]1[CH:38]=[CH:37][C:36]([C:39]2[S:43][C:42]([CH2:44][CH2:45][NH:46][C:47](=[O:53])[O:48][C:49]([CH3:52])([CH3:51])[CH3:50])=[N:41][CH:40]=2)=[CH:35][CH:34]=1.[F:54][C:55]1[CH:56]=[C:57]([N:62]=[C:63]=[O:64])[CH:58]=[C:59]([F:61])[CH:60]=1. The yield is 0.810. The product is [F:54][C:55]1[CH:56]=[C:57]([NH:62][C:63](=[O:64])[NH:32][C:33]2[CH:38]=[CH:37][C:36]([C:39]3[S:43][C:42]([CH2:44][CH2:45][NH:46][C:47](=[O:53])[O:48][C:49]([CH3:50])([CH3:52])[CH3:51])=[N:41][CH:40]=3)=[CH:35][CH:34]=2)[CH:58]=[C:59]([F:61])[CH:60]=1. (2) The reactants are Cl[CH2:2][CH2:3][CH2:4][C:5]([C:7]1[CH:12]=[CH:11][CH:10]=[CH:9][CH:8]=1)=[O:6].[C:13]([NH:21][CH:22]1[CH2:27][CH2:26][NH:25][CH2:24][CH2:23]1)(=[O:20])[C:14]1[CH:19]=[CH:18][CH:17]=[CH:16][CH:15]=1.C([O-])([O-])=O.[K+].[K+].O. The catalyst is C(Cl)(Cl)Cl. The product is [C:5]([CH2:4][CH2:3][CH2:2][N:25]1[CH2:26][CH2:27][CH:22]([NH:21][C:13](=[O:20])[C:14]2[CH:19]=[CH:18][CH:17]=[CH:16][CH:15]=2)[CH2:23][CH2:24]1)(=[O:6])[C:7]1[CH:12]=[CH:11][CH:10]=[CH:9][CH:8]=1. The yield is 0.0820. (3) The yield is 0.714. The product is [Cl:1][C:2]1[CH:9]=[CH:8][C:5]([CH2:6][N:13]2[CH2:17][CH2:16][CH2:15][CH2:14]2)=[CH:4][C:3]=1[N+:10]([O-:12])=[O:11]. The catalyst is ClCCCl. The reactants are [Cl:1][C:2]1[CH:9]=[CH:8][C:5]([CH:6]=O)=[CH:4][C:3]=1[N+:10]([O-:12])=[O:11].[NH:13]1[CH2:17][CH2:16][CH2:15][CH2:14]1.C(O[BH-](OC(=O)C)OC(=O)C)(=O)C.[Na+]. (4) The reactants are [CH3:1][C:2]([C:5]1[CH:10]=[CH:9][C:8]([CH2:11][N:12]2[C:17](=[O:18])[CH2:16][C:15](=[O:19])[N:14]([C:20]3[CH:21]=[N:22][CH:23]=[CH:24][CH:25]=3)[C:13]2=[O:26])=[CH:7][CH:6]=1)([CH3:4])[CH3:3].C(N(C(C)C)CC)(C)C.[N:36]([CH2:39][C:40]([O:42]CC)=[O:41])=[C:37]=[O:38]. The catalyst is C(Cl)(Cl)Cl. The product is [CH3:4][C:2]([C:5]1[CH:6]=[CH:7][C:8]([CH2:11][N:12]2[C:17](=[O:18])[C:16]([C:37]([NH:36][CH2:39][C:40]([OH:42])=[O:41])=[O:38])=[C:15]([OH:19])[N:14]([C:20]3[CH:21]=[N:22][CH:23]=[CH:24][CH:25]=3)[C:13]2=[O:26])=[CH:9][CH:10]=1)([CH3:1])[CH3:3]. The yield is 0.230. (5) The product is [OH:25][CH:22]([CH:21]([CH3:26])[CH3:20])[C:23]#[C:24][C:2]1[CH:3]=[CH:4][C:5]2[N:6]([C:8]([CH2:11][NH:12][C:13](=[O:19])[O:14][C:15]([CH3:18])([CH3:17])[CH3:16])=[N:9][N:10]=2)[N:7]=1. The catalyst is CC#N.C(Cl)Cl.C1C=CC(P(C2C=CC=CC=2)[C-]2C=CC=C2)=CC=1.C1C=CC(P(C2C=CC=CC=2)[C-]2C=CC=C2)=CC=1.Cl[Pd]Cl.[Fe+2].C(Cl)Cl.[Cu]I. The yield is 0.750. The reactants are Cl[C:2]1[CH:3]=[CH:4][C:5]2[N:6]([C:8]([CH2:11][NH:12][C:13](=[O:19])[O:14][C:15]([CH3:18])([CH3:17])[CH3:16])=[N:9][N:10]=2)[N:7]=1.[CH3:20][CH:21]([CH3:26])[CH:22]([OH:25])[C:23]#[CH:24].C(N(CC)CC)C. (6) The reactants are [CH3:1][O:2][CH2:3][CH:4]([N:6]1[CH2:14][C:13]2[C:8](=[CH:9][CH:10]=[CH:11][C:12]=2[N+:15]([O-])=O)[C:7]1=[O:18])[CH3:5].[H][H]. The catalyst is CO.[Pd]. The product is [NH2:15][C:12]1[CH:11]=[CH:10][CH:9]=[C:8]2[C:13]=1[CH2:14][N:6]([CH:4]([CH3:5])[CH2:3][O:2][CH3:1])[C:7]2=[O:18]. The yield is 1.00. (7) The reactants are FC1C=CC(O[C:9](=[O:24])[NH:10][C:11]2[S:12][C:13]3[CH:19]=[C:18]([S:20]([CH3:23])(=[O:22])=[O:21])[CH:17]=[CH:16][C:14]=3[N:15]=2)=CC=1.[Cl:25][C:26]1[CH:34]=[CH:33][C:32]([Cl:35])=[CH:31][C:27]=1[C:28]([NH2:30])=[O:29].CC(C)([O-])C.[K+].Cl. The catalyst is C1COCC1.O. The product is [Cl:25][C:26]1[CH:34]=[CH:33][C:32]([Cl:35])=[CH:31][C:27]=1[C:28]([NH:30][C:9](=[O:24])[NH:10][C:11]1[S:12][C:13]2[CH:19]=[C:18]([S:20]([CH3:23])(=[O:21])=[O:22])[CH:17]=[CH:16][C:14]=2[N:15]=1)=[O:29]. The yield is 0.510.